From a dataset of Full USPTO retrosynthesis dataset with 1.9M reactions from patents (1976-2016). Predict the reactants needed to synthesize the given product. Given the product [O:18]=[C:17]1[C:16]([C:15]([NH2:21])=[O:20])=[CH:7][CH:8]=[C:9]([C:10]([F:11])([F:12])[F:13])[NH:19]1, predict the reactants needed to synthesize it. The reactants are: [Na].C(O[CH:7]=[CH:8][C:9](=O)[C:10]([F:13])([F:12])[F:11])CCC.[C:15]([NH2:21])(=[O:20])[CH2:16][C:17]([NH2:19])=[O:18].